From a dataset of Catalyst prediction with 721,799 reactions and 888 catalyst types from USPTO. Predict which catalyst facilitates the given reaction. (1) Reactant: [CH3:1][C:2]1[C:3]([N:8](COCCOC)[S:9]([C:12]2[S:13][C:14]([CH3:38])=[CH:15][C:16]=2[C:17]2[CH:22]=[CH:21][C:20]([CH2:23][N:24]3[C:28](=[O:29])[N:27]([C:30]4[CH:35]=[CH:34][CH:33]=[CH:32][CH:31]=4)[N:26]=[C:25]3[CH3:36])=[CH:19][C:18]=2[CH3:37])(=[O:11])=[O:10])=[N:4][O:5][C:6]=1[CH3:7].Cl. Product: [CH3:1][C:2]1[C:3]([NH:8][S:9]([C:12]2[S:13][C:14]([CH3:38])=[CH:15][C:16]=2[C:17]2[CH:22]=[CH:21][C:20]([CH2:23][N:24]3[C:28](=[O:29])[N:27]([C:30]4[CH:35]=[CH:34][CH:33]=[CH:32][CH:31]=4)[N:26]=[C:25]3[CH3:36])=[CH:19][C:18]=2[CH3:37])(=[O:10])=[O:11])=[N:4][O:5][C:6]=1[CH3:7]. The catalyst class is: 8. (2) Reactant: C[Si]([N-][Si](C)(C)C)(C)C.[Li+].Br[CH2:12][CH2:13][CH2:14][CH:15]([C:20]1[CH:25]=[CH:24][C:23]([B:26]2[O:30][C:29]([CH3:32])([CH3:31])[C:28]([CH3:34])([CH3:33])[O:27]2)=[C:22]([Cl:35])[CH:21]=1)[C:16]([O:18][CH3:19])=[O:17]. Product: [Cl:35][C:22]1[CH:21]=[C:20]([C:15]2([C:16]([O:18][CH3:19])=[O:17])[CH2:14][CH2:13][CH2:12]2)[CH:25]=[CH:24][C:23]=1[B:26]1[O:30][C:29]([CH3:32])([CH3:31])[C:28]([CH3:34])([CH3:33])[O:27]1. The catalyst class is: 1. (3) Product: [CH2:17]([N:12]1[CH2:13][CH:14]=[C:9]([C:6]2[C:5]([CH2:15][CH3:16])=[N:4][N:3]([CH2:1][CH3:2])[C:7]=2[CH3:8])[CH2:10][CH2:11]1)[C:18]1[CH:23]=[CH:22][CH:21]=[CH:20][CH:19]=1. Reactant: [CH2:1]([N:3]1[C:7]([CH3:8])=[C:6]([C:9]2[CH:14]=[CH:13][N:12]=[CH:11][CH:10]=2)[C:5]([CH2:15][CH3:16])=[N:4]1)[CH3:2].[CH2:17](Br)[C:18]1[CH:23]=[CH:22][CH:21]=[CH:20][CH:19]=1.[BH4-].[Na+]. The catalyst class is: 5. (4) Reactant: [Cl:1][C:2]1[CH:7]=[CH:6][C:5]([C:8]2[C:9]([NH:35][NH:36][C:37](=O)[CH2:38][O:39][CH3:40])=[N:10][N:11]([CH2:23][C:24]3[C:25]([CH3:34])=[N:26][C:27]([C:30]([F:33])([F:32])[F:31])=[CH:28][CH:29]=3)[C:12](=[O:22])[C:13]=2[C:14]2[CH:19]=[CH:18][C:17]([C:20]#[N:21])=[CH:16][CH:15]=2)=[CH:4][CH:3]=1.O=P(Cl)(Cl)Cl. Product: [Cl:1][C:2]1[CH:7]=[CH:6][C:5]([C:8]2[C:9]3[N:10]([C:37]([CH2:38][O:39][CH3:40])=[N:36][N:35]=3)[N:11]([CH2:23][C:24]3[C:25]([CH3:34])=[N:26][C:27]([C:30]([F:31])([F:32])[F:33])=[CH:28][CH:29]=3)[C:12](=[O:22])[C:13]=2[C:14]2[CH:19]=[CH:18][C:17]([C:20]#[N:21])=[CH:16][CH:15]=2)=[CH:4][CH:3]=1. The catalyst class is: 11. (5) Reactant: [F:1][C:2]1[CH:7]=[CH:6][C:5]([C:8]2[N:9]=[C:10]([C:13]([CH3:18])([CH3:17])C(O)=O)[S:11][CH:12]=2)=[CH:4][CH:3]=1.[CH2:19]([N:21]([CH2:24]C)[CH2:22]C)C.Cl[C:27]([O:29][CH2:30][CH:31]([CH3:33])[CH3:32])=[O:28].[N-:34]=[N+]=[N-].[Na+].N12CCC(CC1)[C@H](O)C2. Product: [F:1][C:2]1[CH:3]=[CH:4][C:5]([C:8]2[N:9]=[C:10]([C:13]([NH:34][C:27](=[O:28])[O:29][C@H:30]3[CH:31]4[CH2:33][CH2:24][N:21]([CH2:22][CH2:32]4)[CH2:19]3)([CH3:17])[CH3:18])[S:11][CH:12]=2)=[CH:6][CH:7]=1. The catalyst class is: 20. (6) Reactant: [N+:1]([C:4]1[O:8][C:7]([C:9](Cl)=[O:10])=[CH:6][CH:5]=1)([O-:3])=[O:2].[N:12]1[CH:17]=[CH:16][CH:15]=[CH:14][C:13]=1[N:18]1[CH2:23][CH2:22][N:21]([C:24]2[CH:25]=[C:26]([NH2:30])[CH:27]=[CH:28][CH:29]=2)[CH2:20][CH2:19]1.CCN(CC)CC. Product: [N:12]1[CH:17]=[CH:16][CH:15]=[CH:14][C:13]=1[N:18]1[CH2:23][CH2:22][N:21]([C:24]2[CH:25]=[C:26]([NH:30][C:9]([C:7]3[O:8][C:4]([N+:1]([O-:3])=[O:2])=[CH:5][CH:6]=3)=[O:10])[CH:27]=[CH:28][CH:29]=2)[CH2:20][CH2:19]1. The catalyst class is: 2. (7) Reactant: C1(C)C=CC(S(O[CH2:11][CH2:12][O:13][CH2:14][CH2:15][O:16][CH2:17][CH2:18][O:19][CH2:20][CH2:21][O:22][CH2:23][CH2:24][O:25][CH2:26][CH2:27]OS(C2C=CC(C)=CC=2)(=O)=O)(=O)=O)=CC=1.[Br:40][C:41]1[CH:42]=[C:43]([OH:47])[CH:44]=[CH:45][CH:46]=1.[C:48]([O-:51])([O-])=O.[K+].[K+]. Product: [Br:40][C:41]1[CH:42]=[C:43]([O:47][CH2:27][CH2:26][O:25][CH2:24][CH2:23][O:22][CH2:21][CH2:20][O:19][CH2:18][CH2:17][O:16][CH2:15][CH2:14][O:13][CH2:12][CH2:11][O:51][C:48]2[CH:44]=[CH:45][CH:46]=[C:41]([Br:40])[CH:42]=2)[CH:44]=[CH:45][CH:46]=1. The catalyst class is: 3.